Dataset: Catalyst prediction with 721,799 reactions and 888 catalyst types from USPTO. Task: Predict which catalyst facilitates the given reaction. (1) Reactant: [NH2:1][C:2]1[N:7]=[C:6]([NH:8][C:9]([NH:11][CH3:12])=[O:10])[CH:5]=[C:4]([C:13]#[N:14])[CH:3]=1.Cl.[NH2:16][OH:17].C(=O)([O-])[O-].[Na+].[Na+]. Product: [NH2:1][C:2]1[CH:3]=[C:4]([CH:5]=[C:6]([NH:8][C:9]([NH:11][CH3:12])=[O:10])[N:7]=1)[C:13]([NH:16][OH:17])=[NH:14]. The catalyst class is: 40. (2) Reactant: [N:1]1([CH:6]2[CH2:10][CH2:9][CH:8]([NH:11][C:12]3[CH:19]=[CH:18][C:15]([C:16]#[N:17])=[C:14]([C:20]([F:23])([F:22])[F:21])[CH:13]=3)[CH2:7]2)[CH:5]=[N:4][CH:3]=[N:2]1.[H-].[Na+].I[CH3:27]. Product: [N:1]1([CH:6]2[CH2:10][CH2:9][CH:8]([N:11]([CH3:27])[C:12]3[CH:19]=[CH:18][C:15]([C:16]#[N:17])=[C:14]([C:20]([F:22])([F:21])[F:23])[CH:13]=3)[CH2:7]2)[CH:5]=[N:4][CH:3]=[N:2]1. The catalyst class is: 3. (3) Reactant: [NH2:1][C:2]1[C:7]2[C:8]([NH:21][C:22]([C@H:24]3[CH2:29][CH2:28][C@H:27]([N:30]4[CH2:34][CH2:33][CH2:32][C:31]4=[O:35])[CH2:26][CH2:25]3)=[O:23])=[C:9]([C:11]([NH:13][C:14]3[CH:19]=[CH:18][C:17]([Cl:20])=[CH:16][N:15]=3)=[O:12])[O:10][C:6]=2[CH:5]=[CH:4][CH:3]=1.[CH3:36][S:37](Cl)(=[O:39])=[O:38].O. Product: [CH3:36][S:37]([NH:1][C:2]1[C:7]2[C:8]([NH:21][C:22]([C@H:24]3[CH2:25][CH2:26][C@H:27]([N:30]4[CH2:34][CH2:33][CH2:32][C:31]4=[O:35])[CH2:28][CH2:29]3)=[O:23])=[C:9]([C:11]([NH:13][C:14]3[CH:19]=[CH:18][C:17]([Cl:20])=[CH:16][N:15]=3)=[O:12])[O:10][C:6]=2[CH:5]=[CH:4][CH:3]=1)(=[O:39])=[O:38]. The catalyst class is: 17. (4) Reactant: Br[C:2]1[CH2:3][C:4]2[C:9]([CH:10]=1)=[CH:8][CH:7]=[CH:6][CH:5]=2.[Mg].C1C2C(=CC=CC=2)C=C1.Br[Mg].[CH2:23]1[C:31]2[C:26](=[CH:27][CH:28]=[CH:29][CH:30]=2)[CH:25]=[C:24]1[B:32]([N:34]([CH:38]([CH3:40])[CH3:39])[CH:35]([CH3:37])[CH3:36])Cl. Product: [CH2:3]1[C:4]2[C:9](=[CH:8][CH:7]=[CH:6][CH:5]=2)[CH:10]=[C:2]1[B:32]([C:24]1[CH2:25][C:26]2[C:31]([CH:23]=1)=[CH:30][CH:29]=[CH:28][CH:27]=2)[N:34]([CH:38]([CH3:40])[CH3:39])[CH:35]([CH3:36])[CH3:37]. The catalyst class is: 7. (5) Reactant: [F:1][C:2]1[CH:7]=[CH:6][C:5](B(O)O)=[CH:4][CH:3]=1.Br[C:12]1[CH:13]=[CH:14][C:15]([F:18])=[N:16][CH:17]=1.C(=O)([O-])[O-].[Na+].[Na+]. Product: [F:18][C:15]1[CH:14]=[CH:13][C:12]([C:5]2[CH:6]=[CH:7][C:2]([F:1])=[CH:3][CH:4]=2)=[CH:17][N:16]=1. The catalyst class is: 73. (6) Reactant: [NH:1]1[C:9]2[C:4](=[CH:5][CH:6]=[CH:7][CH:8]=2)[C:3](=O)[C:2]1=[O:11].[C:12]1([CH3:21])[CH:17]=[CH:16][C:15]([C:18](=O)[CH3:19])=[CH:14][CH:13]=1.C(C1C=CC(=O)NC=1C)(=[O:24])C. Product: [CH3:21][C:12]1[CH:17]=[CH:16][C:15]([C:18]2[CH:19]=[C:3]([C:2]([OH:11])=[O:24])[C:4]3[C:9](=[CH:8][CH:7]=[CH:6][CH:5]=3)[N:1]=2)=[CH:14][CH:13]=1. The catalyst class is: 238. (7) Reactant: [OH:1][C:2]1[CH:3]=[C:4]([CH:7]=[C:8]([OH:10])[CH:9]=1)[CH:5]=O.[NH2:11][C:12]1[CH:17]=[CH:16][C:15]([OH:18])=[CH:14][CH:13]=1.S([O-])([O-])(=O)=O.[Na+].[Na+]. Product: [OH:18][C:15]1[CH:16]=[CH:17][C:12](/[N:11]=[CH:5]/[C:4]2[CH:7]=[C:8]([OH:10])[CH:9]=[C:2]([OH:1])[CH:3]=2)=[CH:13][CH:14]=1. The catalyst class is: 4. (8) Reactant: Br[C:2]1[CH:9]=[CH:8][C:5]([C:6]#[N:7])=[CH:4][CH:3]=1.[Li]CCCC.[F:15][C:16]1[CH:21]=[CH:20][C:19]([N:22]2[C:30]3[C:25](=[CH:26][C:27]([CH:31]=[O:32])=[CH:28][CH:29]=3)[CH:24]=[N:23]2)=[CH:18][CH:17]=1. Product: [F:15][C:16]1[CH:17]=[CH:18][C:19]([N:22]2[C:30]3[C:25](=[CH:26][C:27]([CH:31]([OH:32])[C:2]4[CH:9]=[CH:8][C:5]([C:6]#[N:7])=[CH:4][CH:3]=4)=[CH:28][CH:29]=3)[CH:24]=[N:23]2)=[CH:20][CH:21]=1. The catalyst class is: 1.